Dataset: Forward reaction prediction with 1.9M reactions from USPTO patents (1976-2016). Task: Predict the product of the given reaction. (1) Given the reactants [CH3:1][C:2]1[CH:7]=[C:6]([CH3:8])[NH:5]C(=O)[C:3]=1[CH2:10][NH:11][C:12]([C:14]1[C:15]([CH3:43])=[C:16]([N:28]([CH3:42])[CH:29]2CCN(C(OC(C)(C)C)=O)CC2)[CH:17]=[C:18]([C:20]2[CH:21]=[N:22][C:23](C=O)=[CH:24][CH:25]=2)[CH:19]=1)=[O:13].[NH:44]1[CH2:49][CH2:48]O[CH2:46][CH2:45]1.[CH3:50][OH:51].[C:52](O)(=O)[CH3:53].[BH3-][C:57]#N.[Na+], predict the reaction product. The product is: [CH3:1][C:2]1[CH:7]=[C:6]([CH3:8])[NH:5][C:50](=[O:51])[C:3]=1[CH2:10][NH:11][C:12](=[O:13])[C:14]1[CH:19]=[C:18]([C:20]2[CH:21]=[N:22][C:23]([CH:52]([CH3:53])[CH3:57])=[CH:24][CH:25]=2)[CH:17]=[C:16]([N:28]([CH3:42])[CH:29]2[CH2:46][CH2:45][NH:44][CH2:49][CH2:48]2)[C:15]=1[CH3:43]. (2) The product is: [Cl:1][C:2]1[CH:3]=[C:4]([CH2:9][CH2:10][C:11]([OH:13])=[O:12])[CH:5]=[C:6]([Cl:8])[CH:7]=1. Given the reactants [Cl:1][C:2]1[CH:3]=[C:4]([CH:9]=[CH:10][C:11]([OH:13])=[O:12])[CH:5]=[C:6]([Cl:8])[CH:7]=1, predict the reaction product. (3) Given the reactants [Cl:1][C:2]1[CH:11]=[C:10]([C:12](=O)[CH3:13])[C:9]([N:15]2[CH2:20][CH2:19][CH:18]([C:21]3[CH:26]=[CH:25][CH:24]=[CH:23][CH:22]=3)[CH2:17][CH2:16]2)=[C:8]2[C:3]=1[CH:4]=[CH:5][CH:6]=[N:7]2.C([O-])(=O)C.[NH4+].C([BH3-])#[N:33].[Na+].O1CCCC1, predict the reaction product. The product is: [Cl:1][C:2]1[CH:11]=[C:10]([CH:12]([NH2:33])[CH3:13])[C:9]([N:15]2[CH2:20][CH2:19][CH:18]([C:21]3[CH:26]=[CH:25][CH:24]=[CH:23][CH:22]=3)[CH2:17][CH2:16]2)=[C:8]2[C:3]=1[CH:4]=[CH:5][CH:6]=[N:7]2. (4) The product is: [Br:14][C:11]1[S:10][CH:9]=[C:8]([C:3]2[CH:4]=[CH:5][CH:6]=[CH:7][C:2]=2[F:1])[N:12]=1. Given the reactants [F:1][C:2]1[CH:7]=[CH:6][CH:5]=[CH:4][C:3]=1[C:8](=O)[CH2:9][S:10][C:11]#[N:12].[BrH:14].C(O)(=O)C.O, predict the reaction product. (5) Given the reactants [CH2:1]([Mg]Cl)[CH2:2][CH3:3].[CH3:6][O:7][C:8]1[C:9]([CH3:27])=[C:10]([C:15]2[C:24]3[C:19](=[CH:20][CH:21]=[CH:22][CH:23]=3)[C:18]([CH:25]=[O:26])=[CH:17][N:16]=2)[C:11]([CH3:14])=[CH:12][CH:13]=1, predict the reaction product. The product is: [CH3:6][O:7][C:8]1[C:9]([CH3:27])=[C:10]([C:15]2[C:24]3[C:19](=[CH:20][CH:21]=[CH:22][CH:23]=3)[C:18]([CH:25]([OH:26])[CH2:1][CH2:2][CH3:3])=[CH:17][N:16]=2)[C:11]([CH3:14])=[CH:12][CH:13]=1. (6) Given the reactants [Br:1][C:2]1[CH:3]=[CH:4][C:5]([O:15][CH2:16][C:17]2[CH:22]=[CH:21][C:20]([O:23][CH3:24])=[CH:19][CH:18]=2)=[C:6]([C:8](=O)[CH2:9][CH2:10][C:11](=O)[CH3:12])[CH:7]=1.[CH2:25]([O:27][C:28](=[O:36])[C:29]1[CH:34]=[C:33]([NH2:35])[CH:32]=[N:31][CH:30]=1)[CH3:26], predict the reaction product. The product is: [CH3:3][CH2:4][CH2:5][CH:6]([CH3:8])[CH3:7].[CH2:25]([O:27][C:28](=[O:36])[C:29]1[CH:34]=[C:33]([N:35]2[C:11]([CH3:12])=[CH:10][CH:9]=[C:8]2[C:6]2[CH:7]=[C:2]([Br:1])[CH:3]=[CH:4][C:5]=2[O:15][CH2:16][C:17]2[CH:22]=[CH:21][C:20]([O:23][CH3:24])=[CH:19][CH:18]=2)[CH:32]=[N:31][CH:30]=1)[CH3:26].